This data is from Reaction yield outcomes from USPTO patents with 853,638 reactions. The task is: Predict the reaction yield, written as a fraction of the theoretical maximum amount of product (1.0 means a 100% yield; for example, 0.34 means a 34% yield). (1) The reactants are CC(C)([O-])C.[K+].[CH3:7][CH:8]1[C:13](=O)[NH:12][C:11]2[CH:15]=[CH:16][CH:17]=[C:18]([CH2:19][CH2:20][N:21]3[CH2:26][CH2:25][N:24]([C:27]4[CH:36]=[CH:35][CH:34]=[C:33]5[C:28]=4[CH:29]=[CH:30][C:31]([CH3:37])=[N:32]5)[CH2:23][CH2:22]3)[C:10]=2[O:9]1.C(OP(Cl)(OCC)=O)C.[N+:47]([CH2:49][C:50]([O:52][CH2:53][CH3:54])=[O:51])#[C-:48]. The catalyst is C1COCC1.[Cl-].[Na+].O. The product is [CH3:7][CH:8]1[C:13]2=[C:49]([C:50]([O:52][CH2:53][CH3:54])=[O:51])[N:47]=[CH:48][N:12]2[C:11]2[CH:15]=[CH:16][CH:17]=[C:18]([CH2:19][CH2:20][N:21]3[CH2:26][CH2:25][N:24]([C:27]4[CH:36]=[CH:35][CH:34]=[C:33]5[C:28]=4[CH:29]=[CH:30][C:31]([CH3:37])=[N:32]5)[CH2:23][CH2:22]3)[C:10]=2[O:9]1. The yield is 0.300. (2) The reactants are B.CSC.[CH3:5][O:6][C:7]1[CH:8]=[C:9]([CH:23]=[CH:24][C:25]=1[O:26][CH3:27])[O:10][CH:11]([C:15]1[CH:22]=[CH:21][C:18]([C:19]#[N:20])=[CH:17][CH:16]=1)[CH2:12][CH:13]=[CH2:14].O.B1([O-])O[O:30]1.O.O.O.O.[Na+]. The catalyst is C1COCC1. The product is [CH3:5][O:6][C:7]1[CH:8]=[C:9]([CH:23]=[CH:24][C:25]=1[O:26][CH3:27])[O:10][CH:11]([C:15]1[CH:22]=[CH:21][C:18]([C:19]#[N:20])=[CH:17][CH:16]=1)[CH2:12][CH2:13][CH2:14][OH:30]. The yield is 0.770.